From a dataset of Full USPTO retrosynthesis dataset with 1.9M reactions from patents (1976-2016). Predict the reactants needed to synthesize the given product. Given the product [Cl:34][C:22]1[N:23]=[CH:24][N:25]([CH2:26][O:27][CH2:28][CH2:29][Si:30]([CH3:33])([CH3:32])[CH3:31])[C:21]=1[C:19]([NH:18][CH2:17][C:12]1[CH:13]=[CH:14][C:15]([Cl:16])=[C:10]([O:9][C:4]2[CH:3]=[C:2]([CH:36]=[CH2:37])[CH:7]=[C:6]([Cl:8])[CH:5]=2)[C:11]=1[F:35])=[O:20], predict the reactants needed to synthesize it. The reactants are: Br[C:2]1[CH:3]=[C:4]([O:9][C:10]2[C:11]([F:35])=[C:12]([CH2:17][NH:18][C:19]([C:21]3[N:25]([CH2:26][O:27][CH2:28][CH2:29][Si:30]([CH3:33])([CH3:32])[CH3:31])[CH:24]=[N:23][C:22]=3[Cl:34])=[O:20])[CH:13]=[CH:14][C:15]=2[Cl:16])[CH:5]=[C:6]([Cl:8])[CH:7]=1.[CH2:36](O)[CH2:37]C.